Dataset: Peptide-MHC class I binding affinity with 185,985 pairs from IEDB/IMGT. Task: Regression. Given a peptide amino acid sequence and an MHC pseudo amino acid sequence, predict their binding affinity value. This is MHC class I binding data. (1) The peptide sequence is VLSFCAFAV. The MHC is HLA-A02:01 with pseudo-sequence HLA-A02:01. The binding affinity (normalized) is 1.00. (2) The peptide sequence is YTLNDAPYI. The MHC is HLA-A69:01 with pseudo-sequence HLA-A69:01. The binding affinity (normalized) is 0.905. (3) The peptide sequence is FHKEGAFFL. The MHC is HLA-A24:02 with pseudo-sequence HLA-A24:02. The binding affinity (normalized) is 0.392. (4) The peptide sequence is KEKAPDVGVL. The MHC is HLA-B45:01 with pseudo-sequence HLA-B45:01. The binding affinity (normalized) is 0.0443.